This data is from Forward reaction prediction with 1.9M reactions from USPTO patents (1976-2016). The task is: Predict the product of the given reaction. (1) Given the reactants [NH2:1][CH2:2][C:3]1[O:4][CH:5]=[C:6]([O:10][CH3:11])[C:7](=[O:9])[CH:8]=1.CO[CH:14]=[C:15]1[C:24]2[C:19](=[CH:20][CH:21]=[C:22]([Br:25])[CH:23]=2)[C:18](=[O:26])[NH:17][C:16]1=[O:27], predict the reaction product. The product is: [Br:25][C:22]1[CH:23]=[C:24]2[C:19](=[CH:20][CH:21]=1)[C:18](=[O:26])[NH:17][C:16](=[O:27])[C:15]2=[CH:14][NH:1][CH2:2][C:3]1[O:4][CH:5]=[C:6]([O:10][CH3:11])[C:7](=[O:9])[CH:8]=1. (2) Given the reactants [C:1]([O:5][C:6](=[O:23])[NH:7][CH2:8][C@H:9]([N:11]1[C:15]2=[N:16][CH:17]=[C:18]([F:20])[CH:19]=[C:14]2[CH:13]=[C:12]1[CH2:21]O)[CH3:10])([CH3:4])([CH3:3])[CH3:2], predict the reaction product. The product is: [C:1]([O:5][C:6]([N:7]1[CH2:8][C@@H:9]([CH3:10])[N:11]2[C:12](=[CH:13][C:14]3[C:15]2=[N:16][CH:17]=[C:18]([F:20])[CH:19]=3)[CH2:21]1)=[O:23])([CH3:4])([CH3:3])[CH3:2]. (3) The product is: [CH2:7]([O:14][C:15]([N:17]1[CH:22]([CH2:3][CH3:4])[CH2:21][C:20](=[O:23])[CH2:19][CH:18]1[CH2:24][C:25]1[CH:30]=[CH:29][CH:28]=[CH:27][CH:26]=1)=[O:16])[C:8]1[CH:9]=[CH:10][CH:11]=[CH:12][CH:13]=1. Given the reactants N#N.[CH3:3][CH2:4][Mg+].[Br-].[CH2:7]([O:14][C:15]([N:17]1[CH:22]=[CH:21][C:20](=[O:23])[CH2:19][CH:18]1[CH2:24][C:25]1[CH:30]=[CH:29][CH:28]=[CH:27][CH:26]=1)=[O:16])[C:8]1[CH:13]=[CH:12][CH:11]=[CH:10][CH:9]=1, predict the reaction product. (4) Given the reactants [C:1]([O:5][CH3:6])(=[O:4])[CH:2]=[CH2:3].[C:7]([O:11][CH3:12])(=[O:10])[CH2:8][SH:9].N1CCCCC1, predict the reaction product. The product is: [CH3:6][O:5][C:1](=[O:4])[CH2:2][CH2:3][S:9][CH2:8][C:7]([O:11][CH3:12])=[O:10]. (5) Given the reactants Br[C:2]1[N:6]2[CH:7]=[C:8]([C:18]3[CH:23]=[CH:22][C:21]([Cl:24])=[CH:20][C:19]=3[Cl:25])[C:9]([C:16]#[N:17])=[C:10]([O:11][CH2:12][CH:13]([CH3:15])[CH3:14])[C:5]2=[N:4][CH:3]=1.[F:26][C:27]1[CH:32]=[CH:31][C:30](B(O)O)=[CH:29][N:28]=1.C([O-])([O-])=O.[Na+].[Na+], predict the reaction product. The product is: [Cl:25][C:19]1[CH:20]=[C:21]([Cl:24])[CH:22]=[CH:23][C:18]=1[C:8]1[C:9]([C:16]#[N:17])=[C:10]([O:11][CH2:12][CH:13]([CH3:15])[CH3:14])[C:5]2[N:6]([C:2]([C:30]3[CH:29]=[N:28][C:27]([F:26])=[CH:32][CH:31]=3)=[CH:3][N:4]=2)[CH:7]=1. (6) The product is: [C:5]([C:26]1[CH:27]=[CH:28][C:20]2[O:19][C:18]3[CH:17]=[C:16]([OH:29])[CH:15]=[C:14]([OH:13])[C:24]=3[CH2:23][CH2:22][C:21]=2[CH:25]=1)(=[O:8])[CH2:6][CH3:7]. Given the reactants [Cl-].[Al+3].[Cl-].[Cl-].[C:5](Cl)(=[O:8])[CH2:6][CH3:7].C([O:13][C:14]1[C:24]2[CH2:23][CH2:22][C:21]3[CH:25]=[CH:26][CH:27]=[CH:28][C:20]=3[O:19][C:18]=2[CH:17]=[C:16]([O:29]C(=O)C)[CH:15]=1)(=O)C.[OH-].[Na+], predict the reaction product. (7) Given the reactants [F:1][C:2]1[CH:7]=[C:6]([S:8][CH3:9])[CH:5]=[CH:4][C:3]=1[NH2:10].[Li+].C[Si]([N-][Si](C)(C)C)(C)C.F[C:22]1[C:30]2[S:29][N:28]=[CH:27][C:26]=2[CH:25]=[CH:24][C:23]=1[C:31]([OH:33])=[O:32], predict the reaction product. The product is: [F:1][C:2]1[CH:7]=[C:6]([S:8][CH3:9])[CH:5]=[CH:4][C:3]=1[NH:10][C:22]1[C:30]2[S:29][N:28]=[CH:27][C:26]=2[CH:25]=[CH:24][C:23]=1[C:31]([OH:33])=[O:32]. (8) Given the reactants [C:1]([C:3]1[CH:43]=[CH:42][C:6]([CH2:7][C@@:8]2([CH3:41])[N:12]3[C:13]([S:16]([N:19]4[CH2:23][CH2:22][CH2:21][C@H:20]4[C:24]([NH:26][C@H](C)C(O)=O)=[O:25])(=[O:18])=[O:17])=[CH:14][N:15]=[C:11]3[N:10]([C:32]3[CH:37]=[C:36]([Cl:38])[CH:35]=[C:34]([Cl:39])[CH:33]=3)[C:9]2=[O:40])=[CH:5][CH:4]=1)#[N:2].CN(C(ON1N=NC2C=CC=CC1=2)=[N+](C)C)C.[B-](F)(F)(F)F.CCN([CH:72]([CH3:74])[CH3:73])C(C)C.F[C:76](F)(F)[C:77]([OH:79])=[O:78], predict the reaction product. The product is: [O:78]=[C:77]1[O:79][C@@H:72]([CH2:73][NH:26][C:24]([C@@H:20]2[CH2:21][CH2:22][CH2:23][N:19]2[S:16]([C:13]2[N:12]3[C@@:8]([CH2:7][C:6]4[CH:42]=[CH:43][C:3]([C:1]#[N:2])=[CH:4][CH:5]=4)([CH3:41])[C:9](=[O:40])[N:10]([C:32]4[CH:37]=[C:36]([Cl:38])[CH:35]=[C:34]([Cl:39])[CH:33]=4)[C:11]3=[N:15][CH:14]=2)(=[O:18])=[O:17])=[O:25])[CH2:74][CH2:76]1.